This data is from Forward reaction prediction with 1.9M reactions from USPTO patents (1976-2016). The task is: Predict the product of the given reaction. (1) Given the reactants [CH3:1][C:2]1[N:3]([C:17]2[CH:22]=[CH:21][C:20](Br)=[CH:19][CH:18]=2)[C:4]([C:7]2[CH:12]=[CH:11][C:10]([S:13]([CH3:16])(=[O:15])=[O:14])=[CH:9][CH:8]=2)=[CH:5][CH:6]=1.[S:24]1[CH:28]=[CH:27][C:26](B(O)O)=[CH:25]1.C([O-])(O)=O.[Na+], predict the reaction product. The product is: [CH3:1][C:2]1[N:3]([C:17]2[CH:22]=[CH:21][C:20]([C:26]3[CH:27]=[CH:28][S:24][CH:25]=3)=[CH:19][CH:18]=2)[C:4]([C:7]2[CH:12]=[CH:11][C:10]([S:13]([CH3:16])(=[O:15])=[O:14])=[CH:9][CH:8]=2)=[CH:5][CH:6]=1. (2) The product is: [F:29][C:2]1([F:1])[CH2:7][CH2:6][N:5]([C:8]([C:10]2[N:11]([C:30]3[CH:35]=[CH:34][CH:33]=[CH:32][CH:31]=3)[C:12]3[C:17]([CH:18]=2)=[CH:16][C:15]([O:19][CH:20]2[CH2:25][CH2:24][N:23]([CH:26]([CH3:27])[CH3:28])[CH2:22][CH2:21]2)=[CH:14][CH:13]=3)=[O:9])[CH2:4][CH2:3]1. Given the reactants [F:1][C:2]1([F:29])[CH2:7][CH2:6][N:5]([C:8]([C:10]2[NH:11][C:12]3[C:17]([CH:18]=2)=[CH:16][C:15]([O:19][CH:20]2[CH2:25][CH2:24][N:23]([CH:26]([CH3:28])[CH3:27])[CH2:22][CH2:21]2)=[CH:14][CH:13]=3)=[O:9])[CH2:4][CH2:3]1.[C:30]1(B(O)O)[CH:35]=[CH:34][CH:33]=[CH:32][CH:31]=1, predict the reaction product.